This data is from NCI-60 drug combinations with 297,098 pairs across 59 cell lines. The task is: Regression. Given two drug SMILES strings and cell line genomic features, predict the synergy score measuring deviation from expected non-interaction effect. (1) Drug 1: C1=NC2=C(N=C(N=C2N1C3C(C(C(O3)CO)O)F)Cl)N. Drug 2: CC(C)NC(=O)C1=CC=C(C=C1)CNNC.Cl. Cell line: NCI/ADR-RES. Synergy scores: CSS=51.4, Synergy_ZIP=-0.937, Synergy_Bliss=-2.73, Synergy_Loewe=-64.7, Synergy_HSA=-3.87. (2) Drug 1: CC1=C(N=C(N=C1N)C(CC(=O)N)NCC(C(=O)N)N)C(=O)NC(C(C2=CN=CN2)OC3C(C(C(C(O3)CO)O)O)OC4C(C(C(C(O4)CO)O)OC(=O)N)O)C(=O)NC(C)C(C(C)C(=O)NC(C(C)O)C(=O)NCCC5=NC(=CS5)C6=NC(=CS6)C(=O)NCCC[S+](C)C)O. Drug 2: C(CN)CNCCSP(=O)(O)O. Cell line: RPMI-8226. Synergy scores: CSS=0.117, Synergy_ZIP=-1.38, Synergy_Bliss=-6.01, Synergy_Loewe=1.19, Synergy_HSA=-7.30. (3) Drug 1: COC1=C(C=C2C(=C1)N=CN=C2NC3=CC(=C(C=C3)F)Cl)OCCCN4CCOCC4. Drug 2: C(CN)CNCCSP(=O)(O)O. Cell line: HOP-62. Synergy scores: CSS=9.56, Synergy_ZIP=-1.35, Synergy_Bliss=2.53, Synergy_Loewe=-1.69, Synergy_HSA=2.97. (4) Drug 1: CC1=C(C(CCC1)(C)C)C=CC(=CC=CC(=CC(=O)O)C)C. Drug 2: C1C(C(OC1N2C=NC(=NC2=O)N)CO)O. Cell line: HOP-62. Synergy scores: CSS=1.66, Synergy_ZIP=-2.38, Synergy_Bliss=-5.22, Synergy_Loewe=-2.85, Synergy_HSA=-4.51.